Dataset: Forward reaction prediction with 1.9M reactions from USPTO patents (1976-2016). Task: Predict the product of the given reaction. Given the reactants [CH2:1]([N:8]1[C:16]2[C:11](=[CH:12][C:13]([OH:17])=[CH:14][CH:15]=2)[CH2:10][CH2:9]1)[C:2]1[CH:7]=[CH:6][CH:5]=[CH:4][CH:3]=1.[CH:18]1[C:27]2[C:22](=[CH:23][CH:24]=[CH:25][CH:26]=2)[CH:21]=[CH:20][C:19]=1[N:28]=[C:29]=[O:30], predict the reaction product. The product is: [CH:18]1[C:27]2[C:22](=[CH:23][CH:24]=[CH:25][CH:26]=2)[CH:21]=[CH:20][C:19]=1[NH:28][C:29](=[O:30])[O:17][C:13]1[CH:12]=[C:11]2[C:16](=[CH:15][CH:14]=1)[N:8]([CH2:1][C:2]1[CH:3]=[CH:4][CH:5]=[CH:6][CH:7]=1)[CH2:9][CH2:10]2.